Predict the reactants needed to synthesize the given product. From a dataset of Full USPTO retrosynthesis dataset with 1.9M reactions from patents (1976-2016). (1) Given the product [F:17][C:2]([F:16])([F:1])[C:3]1[CH:8]=[CH:7][CH:6]=[CH:5][C:4]=1[N:9]1[CH:13]=[C:12]([C:14](=[NH:23])[NH2:15])[N:11]=[CH:10]1, predict the reactants needed to synthesize it. The reactants are: [F:1][C:2]([F:17])([F:16])[C:3]1[CH:8]=[CH:7][CH:6]=[CH:5][C:4]=1[N:9]1[CH:13]=[C:12]([C:14]#[N:15])[N:11]=[CH:10]1.NO.Cl.CC[N:23](CC)CC. (2) Given the product [CH2:1]([N:8]1[CH:12]=[C:11]([CH2:13][CH2:14][CH2:15][CH2:16][OH:17])[C:10]([O:18][CH2:19][CH3:20])=[N:9]1)[C:2]1[CH:3]=[CH:4][CH:5]=[CH:6][CH:7]=1, predict the reactants needed to synthesize it. The reactants are: [CH2:1]([N:8]1[CH:12]=[C:11]([CH2:13][CH2:14][CH2:15][CH:16]=[O:17])[C:10]([O:18][CH2:19][CH3:20])=[N:9]1)[C:2]1[CH:7]=[CH:6][CH:5]=[CH:4][CH:3]=1.[BH4-].[Na+].Cl. (3) Given the product [Cl:3][CH2:4][CH:5]([C:7]1[S:8][C:9]([CH3:12])=[CH:10][N:11]=1)[OH:6], predict the reactants needed to synthesize it. The reactants are: [BH4-].[Na+].[Cl:3][CH2:4][C:5]([C:7]1[S:8][C:9]([CH3:12])=[CH:10][N:11]=1)=[O:6].